From a dataset of Peptide-MHC class I binding affinity with 185,985 pairs from IEDB/IMGT. Regression. Given a peptide amino acid sequence and an MHC pseudo amino acid sequence, predict their binding affinity value. This is MHC class I binding data. The peptide sequence is VPLDEDFRKY. The MHC is HLA-A29:02 with pseudo-sequence HLA-A29:02. The binding affinity (normalized) is 0.